From a dataset of Peptide-MHC class II binding affinity with 134,281 pairs from IEDB. Regression. Given a peptide amino acid sequence and an MHC pseudo amino acid sequence, predict their binding affinity value. This is MHC class II binding data. (1) The peptide sequence is YIITPTNVSHIQSAVVSGRR. The MHC is DRB1_1101 with pseudo-sequence DRB1_1101. The binding affinity (normalized) is 0.454. (2) The peptide sequence is SDDQISIMKLPLSTK. The MHC is DRB5_0101 with pseudo-sequence DRB5_0101. The binding affinity (normalized) is 0.609.